This data is from Experimentally validated miRNA-target interactions with 360,000+ pairs, plus equal number of negative samples. The task is: Binary Classification. Given a miRNA mature sequence and a target amino acid sequence, predict their likelihood of interaction. (1) The miRNA is mmu-miR-3102-3p with sequence GAGCACCCCAUUGGCUACCCACA. The protein sequence of the target gene is MVATGSLSSKNPASISELLDGGYHPGSLLSDFDYWDYVVPEPNLNEVVFEETTCQNLVKMLENCLSRSKQTKLGCSKVLVPEKLTQRIAQDVLRLSSTEPCGLRGCVMHVNLEIENVCKKLDRIVCDASVVPTFELTLVFKQESCPWTSLKDFFFSRGRFSSGLKRTLILSSGFRLVKKKLYSLIGTTVIEEC. Result: 1 (interaction). (2) The miRNA is hsa-miR-505-3p with sequence CGUCAACACUUGCUGGUUUCCU. The protein sequence of the target gene is MDGRVQLIKALLALPIRPATRRWRNPIPFPETFDGDTDRLPEFIVQTGSYMFVDENTFSSDALKVTFLITRLTGPALQWVIPYIKKESPLLNDYRGFLAEMKRVFGWEEDEDF. Result: 1 (interaction). (3) The miRNA is mmu-miR-1264-5p with sequence AGGUCCUCAAUAAGUAUUUGUU. The protein sequence of the target gene is MASDLDFSPPEVPEPTFLENLLRYGLFLGAIFQLICVLAIIVPIPKSHEAEAEPSEPRSAEVTRKPKAAVPSVNKRPKKETKKKR. Result: 0 (no interaction). (4) The miRNA is hsa-miR-34a-5p with sequence UGGCAGUGUCUUAGCUGGUUGU. The protein sequence of the target gene is MASADELTFHEFEEATNLLADTPDAATTSRSDQLTPQGHVAVAVGSGGSYGAEDEVEEESDKAALLQEQQQQQQPGFWTFSYYQSFFDVDTSQVLDRIKGSLLPRPGHNFVRHHLRNRPDLYGPFWICATLAFVLAVTGNLTLVLAQRRDPSIHYSPQFHKVTVAGISIYCYAWLVPLALWGFLRWRKGVQERMGPYTFLETVCIYGYSLFVFIPMVVLWLIPVPWLQWLFGALALGLSAAGLVFTLWPVVREDTRLVATVLLSVVVLLHALLAMGCKLYFFQSLPPENVAPPPQITSLP.... Result: 1 (interaction). (5) The miRNA is hsa-miR-625-3p with sequence GACUAUAGAACUUUCCCCCUCA. The protein sequence of the target gene is MACTKTLQQSQPISAGATTTTTAVAPAGGHSGSTECDLECLVCREPYSCPRLPKLLACQHAFCAICLKLLLCVQDNTWSITCPLCRKVTAVPGGLICSLRDHEAVVGQLAQPCTEVSLCPQGLVDPADLAAGHPSLVGEDGQDEVSANHVAARRLAAHLLLLALLIILIGPFIYPGVLRWVLTFIIALALLMSTLFCCLPSTRGSCWPSSRTLFCREQKHSHISSIA. Result: 0 (no interaction). (6) The miRNA is hsa-miR-548k with sequence AAAAGUACUUGCGGAUUUUGCU. The protein sequence of the target gene is MLSSMAAAGSVKAALQVAEVLEAIVSCCVGPEGRQVLCTKPTGEVLLSRNGGRLLEALHLEHPIARMIVDCVSSHLKKTGDGAKTFIIFLCHLLRGLHAITDREKDPLMCENIQTHGRHWKNCSRWKFISQALLTFQTQILDGIMDQYLSRHFLSIFSSAKERTLCRSSLELLLEAYFCGRVGRNNHKFISQLMCDYFFKCMTCKSGIGVFELVDDHFVELNVGVTGLPVSDSRIIAGLVLQKDFSVYRPADGDMRMVIVTETIQPLFSTSGSEFILNSEAQFQTSQFWIMEKTKAIMKH.... Result: 1 (interaction). (7) The miRNA is hsa-miR-6847-5p with sequence ACAGAGGACAGUGGAGUGUGAGC. The protein sequence of the target gene is MCARGQVGRGTQLRTGRPCSQVPGSRWRPERLLRRQRAGGRPSRPHPARARPGLSLPATLLGSRAAAAVPLPLPPALAPGDPAMPVRTECPPPAGASAASAASLIPPPPINTQQPGVATSLLYSGSKFRGHQKSKGNSYDVEVVLQHVDTGNSYLCGYLKIKGLTEEYPTLTTFFEGEIISKKHPFLTRKWDADEDVDRKHWGKFLAFYQYAKSFNSDDFDYEELKNGDYVFMRWKEQFLVPDHTIKDISGASFAGFYYICFQKSAASIEGYYYHRSSEWYQSLNLTHVPEHSAPIYEFR.... Result: 1 (interaction). (8) The miRNA is hsa-miR-1289 with sequence UGGAGUCCAGGAAUCUGCAUUUU. The protein sequence of the target gene is MEKPRGTEEAPSSEPMEEEEEDDLDLFGGYDSFRSYNSSAGSESSSYLEESSEAENEDREAGELPTSPLHLFSSANNRSLDGSGSEPAVCEMCGIVGTREAFFSKTKRFCSVSCSRSYSSNSKKASILARLQGKPPTKKAKVLHKAAWSAKIGAFLHAQGTGQLADGTPTGQDALVLGFDWGKFLKDHSYKAAPVSCFKHVPLYDQWEDVMKGMKVEVLNSDAVLPSRVYWIATVIQAAGYRVLLRYEGFENDASHDFWCNLGTVDVHPIGWCAINSKILVPPRTIHAKFTDWKSYLMKR.... Result: 0 (no interaction).